From a dataset of Full USPTO retrosynthesis dataset with 1.9M reactions from patents (1976-2016). Predict the reactants needed to synthesize the given product. (1) Given the product [CH2:19]([O:18][C:16]([CH:15]1[CH2:22][CH2:23][CH:12]([CH:9]([NH:8][C:6]([O:5][C:1]([CH3:2])([CH3:4])[CH3:3])=[O:7])[CH2:10][OH:11])[CH2:13][CH2:14]1)=[O:17])[CH2:20][CH3:21], predict the reactants needed to synthesize it. The reactants are: [C:1]([O:5][C:6]([NH:8][CH:9]([C:12]1[CH:23]=[CH:22][C:15]([C:16]([O:18][CH2:19][CH2:20][CH3:21])=[O:17])=[CH:14][CH:13]=1)[CH2:10][OH:11])=[O:7])([CH3:4])([CH3:3])[CH3:2]. (2) Given the product [C:1]1([NH:11][CH2:12][CH2:13][CH2:14][O:15][C:16]2[CH:36]=[C:20]3[CH2:21][C:22]4[CH:35]=[CH:34][CH:33]=[CH:32][C:23]=4[CH:24]([CH2:26][C:27]([OH:29])=[O:28])[CH:25]=[C:19]3[CH2:18][CH:17]=2)[C:10]2[C:5](=[CH:6][CH:7]=[CH:8][CH:9]=2)[CH:4]=[CH:3][N:2]=1, predict the reactants needed to synthesize it. The reactants are: [C:1]1([NH:11][CH2:12][CH2:13][CH2:14][O:15][C:16]2[CH:17]=[CH:18][C:19]3[CH2:25][CH:24]([CH2:26][C:27]([O:29]CC)=[O:28])[C:23]4[CH:32]=[CH:33][CH:34]=[CH:35][C:22]=4[CH2:21][C:20]=3[CH:36]=2)[C:10]2[C:5](=[CH:6][CH:7]=[CH:8][CH:9]=2)[CH:4]=[CH:3][N:2]=1.N1C=CC=CC=1NCCCOC1C=CC2C[C@H](CC(OCC)=O)C3C=CC=CC=3CC=2C=1.C(O)(C(F)(F)F)=O.